From a dataset of Full USPTO retrosynthesis dataset with 1.9M reactions from patents (1976-2016). Predict the reactants needed to synthesize the given product. (1) Given the product [NH3:4].[CH2:1]([C:3]1[N:7]([C:8]2[N:16]=[C:15]3[C:11]([N:12]=[C:13]([CH2:23][N:24]4[CH2:27][CH:26]([CH:28]5[CH2:29][CH2:30][O:31][CH2:32][CH2:33]5)[CH2:25]4)[NH:14]3)=[C:10]([N:34]3[CH2:35][CH2:36][O:37][CH2:38][CH2:39]3)[N:9]=2)[C:6]2[CH:40]=[CH:41][CH:42]=[CH:43][C:5]=2[N:4]=1)[CH3:2], predict the reactants needed to synthesize it. The reactants are: [CH2:1]([C:3]1[N:7]([C:8]2[N:16]=[C:15]3[C:11]([N:12]=[C:13]([CH2:23][N:24]4[CH2:27][CH:26]([CH:28]5[CH2:33][CH2:32][O:31][CH2:30][CH2:29]5)[CH2:25]4)[N:14]3C3CCCCO3)=[C:10]([N:34]3[CH2:39][CH2:38][O:37][CH2:36][CH2:35]3)[N:9]=2)[C:6]2[CH:40]=[CH:41][CH:42]=[CH:43][C:5]=2[N:4]=1)[CH3:2]. (2) The reactants are: [C:1]([O:5][C:6](=[O:22])[NH:7][C:8]1[CH:13]=[CH:12][C:11]([C:14]2[CH:19]=[CH:18][C:17]([F:20])=[CH:16][CH:15]=2)=[CH:10][C:9]=1[NH2:21])([CH3:4])([CH3:3])[CH3:2].C([O:25][C:26](=O)[CH2:27][C:28]([C:30]1[S:31][CH:32]=[CH:33][C:34]=1[Cl:35])=[O:29])C. Given the product [C:1]([O:5][C:6](=[O:22])[NH:7][C:8]1[CH:13]=[CH:12][C:11]([C:14]2[CH:15]=[CH:16][C:17]([F:20])=[CH:18][CH:19]=2)=[CH:10][C:9]=1[NH:21][C:26](=[O:25])[CH2:27][C:28]([C:30]1[S:31][CH:32]=[CH:33][C:34]=1[Cl:35])=[O:29])([CH3:4])([CH3:2])[CH3:3], predict the reactants needed to synthesize it. (3) Given the product [CH2:33]([O:35][CH2:36][CH2:37][N:5]1[C:6]([C:11]([NH2:13])=[O:12])=[C:7]([N+:8]([O-:10])=[O:9])[C:3]([CH2:1][CH3:2])=[N:4]1)[CH3:34], predict the reactants needed to synthesize it. The reactants are: [CH2:1]([C:3]1[C:7]([N+:8]([O-:10])=[O:9])=[C:6]([C:11]([NH2:13])=[O:12])[NH:5][N:4]=1)[CH3:2].C1(P(C2C=CC=CC=2)C2C=CC=CC=2)C=CC=CC=1.[CH2:33]([O:35][CH2:36][CH2:37]O)[CH3:34].N(C(OC(C)(C)C)=O)=NC(OC(C)(C)C)=O.Cl. (4) Given the product [F:20][C:21]([F:27])([F:26])[CH2:22][C:23]([NH:1][C:2]1[CH:3]=[CH:4][C:5]([F:19])=[C:6]([C@:8]2([CH3:18])[CH2:14][C:13]([CH3:16])([CH3:15])[O:12][CH2:11][C:10](=[S:17])[NH:9]2)[CH:7]=1)=[O:24], predict the reactants needed to synthesize it. The reactants are: [NH2:1][C:2]1[CH:3]=[CH:4][C:5]([F:19])=[C:6]([C@:8]2([CH3:18])[CH2:14][C:13]([CH3:16])([CH3:15])[O:12][CH2:11][C:10](=[S:17])[NH:9]2)[CH:7]=1.[F:20][C:21]([F:27])([F:26])[CH2:22][C:23](O)=[O:24]. (5) Given the product [O:6]1[CH2:7][CH2:8][CH:3]([C:9]([OH:11])=[O:10])[CH2:4][CH2:5]1, predict the reactants needed to synthesize it. The reactants are: C([C:3]1([C:9]([OH:11])=[O:10])[CH2:8][CH2:7][O:6][CH2:5][CH2:4]1)#N.Cl. (6) Given the product [C:1]1([C:7]2([CH2:13][CH2:14][C:15]([OH:22])=[O:16])[CH2:12][CH2:11][CH2:10][CH2:9][O:8]2)[CH:2]=[CH:3][CH:4]=[CH:5][CH:6]=1, predict the reactants needed to synthesize it. The reactants are: [C:1]1([C:7]2([CH2:13][CH2:14][CH2:15][OH:16])[CH2:12][CH2:11][CH2:10][CH2:9][O:8]2)[CH:6]=[CH:5][CH:4]=[CH:3][CH:2]=1.C(Cl)Cl.CC(C)=[O:22]. (7) The reactants are: [C:1]([C:3]1[CH:11]=[CH:10][CH:9]=[C:8]2[C:4]=1[CH:5]=[CH:6][N:7]2[CH2:12][CH2:13][CH2:14][C:15]([OH:17])=O)#[N:2].[F:18][C:19]1[CH:20]=[CH:21][C:22]([O:28][CH3:29])=[C:23]([CH:27]=1)[CH2:24][NH:25][CH3:26]. Given the product [C:1]([C:3]1[CH:11]=[CH:10][CH:9]=[C:8]2[C:4]=1[CH:5]=[CH:6][N:7]2[CH2:12][CH2:13][CH2:14][C:15]([N:25]([CH2:24][C:23]1[CH:27]=[C:19]([F:18])[CH:20]=[CH:21][C:22]=1[O:28][CH3:29])[CH3:26])=[O:17])#[N:2], predict the reactants needed to synthesize it.